Regression. Given a peptide amino acid sequence and an MHC pseudo amino acid sequence, predict their binding affinity value. This is MHC class I binding data. From a dataset of Peptide-MHC class I binding affinity with 185,985 pairs from IEDB/IMGT. (1) The peptide sequence is IIHDFVDKT. The MHC is HLA-A02:01 with pseudo-sequence HLA-A02:01. The binding affinity (normalized) is 0.117. (2) The peptide sequence is ASSMVNGVVR. The MHC is HLA-A31:01 with pseudo-sequence HLA-A31:01. The binding affinity (normalized) is 0.0116. (3) The peptide sequence is MRDHTITLL. The MHC is Mamu-B08 with pseudo-sequence Mamu-B08. The binding affinity (normalized) is 0.583. (4) The peptide sequence is RLAVYIDKV. The MHC is HLA-A02:01 with pseudo-sequence HLA-A02:01. The binding affinity (normalized) is 1.00. (5) The peptide sequence is YTRFWYINHTK. The MHC is H-2-Db with pseudo-sequence H-2-Db. The binding affinity (normalized) is 0. (6) The peptide sequence is LASSSYEQF. The MHC is HLA-B57:01 with pseudo-sequence HLA-B57:01. The binding affinity (normalized) is 0.516. (7) The peptide sequence is FMMSRRRLL. The MHC is HLA-A26:01 with pseudo-sequence HLA-A26:01. The binding affinity (normalized) is 0.